This data is from NCI-60 drug combinations with 297,098 pairs across 59 cell lines. The task is: Regression. Given two drug SMILES strings and cell line genomic features, predict the synergy score measuring deviation from expected non-interaction effect. Cell line: HOP-62. Synergy scores: CSS=43.0, Synergy_ZIP=0.731, Synergy_Bliss=0.120, Synergy_Loewe=-1.62, Synergy_HSA=1.10. Drug 1: C1=CC(=CC=C1C#N)C(C2=CC=C(C=C2)C#N)N3C=NC=N3. Drug 2: CC1C(C(CC(O1)OC2CC(CC3=C2C(=C4C(=C3O)C(=O)C5=CC=CC=C5C4=O)O)(C(=O)C)O)N)O.